Dataset: Full USPTO retrosynthesis dataset with 1.9M reactions from patents (1976-2016). Task: Predict the reactants needed to synthesize the given product. (1) Given the product [F:23][CH2:24][C:25]([NH:28][C:55](=[O:56])[C:54]1[CH:58]=[CH:59][C:51]([S:48]([N:38]2[C:39]3[C:44](=[CH:43][C:42]([O:45][CH2:46][CH3:47])=[CH:41][CH:40]=3)[C:36]([C:31]3[CH:32]=[CH:33][CH:34]=[CH:35][C:30]=3[Cl:29])([CH3:61])[C:37]2=[O:60])(=[O:50])=[O:49])=[CH:52][CH:53]=1)([CH3:27])[CH3:26], predict the reactants needed to synthesize it. The reactants are: O=C1N(P(Cl)(N2CCOC2=O)=O)CCO1.C(N(CC)CC)C.[F:23][CH2:24][C:25]([NH2:28])([CH3:27])[CH3:26].[Cl:29][C:30]1[CH:35]=[CH:34][CH:33]=[CH:32][C:31]=1[C:36]1([CH3:61])[C:44]2[C:39](=[CH:40][CH:41]=[C:42]([O:45][CH2:46][CH3:47])[CH:43]=2)[N:38]([S:48]([C:51]2[CH:59]=[CH:58][C:54]([C:55](O)=[O:56])=[CH:53][CH:52]=2)(=[O:50])=[O:49])[C:37]1=[O:60]. (2) Given the product [NH2:1][C:2]1[C:11]([F:12])=[C:10]([NH2:13])[C:9]([NH2:14])=[CH:8][C:3]=1[C:4]([O:6][CH3:7])=[O:5], predict the reactants needed to synthesize it. The reactants are: [NH2:1][C:2]1[C:11]([F:12])=[C:10]([NH2:13])[C:9]([N+:14]([O-])=O)=[CH:8][C:3]=1[C:4]([O:6][CH3:7])=[O:5].O1CCCC1.